Dataset: Full USPTO retrosynthesis dataset with 1.9M reactions from patents (1976-2016). Task: Predict the reactants needed to synthesize the given product. Given the product [OH:17][C:4]1[C:3]([NH:2][N:18]=[C:24]2[C:25](=[O:38])[N:26]([C:28]3[CH:29]=[C:30]4[C:34](=[CH:35][CH:36]=3)[CH2:33][CH2:32][CH:31]4[CH3:37])[N:27]=[C:23]2[CH3:22])=[CH:8][CH:7]=[CH:6][C:5]=1[C:9]1[S:13][C:12]([C:14]([OH:16])=[O:15])=[CH:11][CH:10]=1, predict the reactants needed to synthesize it. The reactants are: Br.[NH2:2][C:3]1[C:4]([OH:17])=[C:5]([C:9]2[S:13][C:12]([C:14]([OH:16])=[O:15])=[CH:11][CH:10]=2)[CH:6]=[CH:7][CH:8]=1.[N:18]([O-])=O.[Na+].[CH3:22][C:23]1[CH2:24][C:25](=[O:38])[N:26]([C:28]2[CH:29]=[C:30]3[C:34](=[CH:35][CH:36]=2)[CH2:33][CH2:32][CH:31]3[CH3:37])[N:27]=1.C(=O)(O)[O-].[Na+].